This data is from Full USPTO retrosynthesis dataset with 1.9M reactions from patents (1976-2016). The task is: Predict the reactants needed to synthesize the given product. (1) Given the product [O:1]1[C:5]2[CH:6]=[CH:7][C:8]([CH2:10][N:11]3[C:20]([CH2:21][O:22][CH3:31])=[C:19]([C:23]4[CH:28]=[CH:27][CH:26]=[CH:25][CH:24]=4)[C:18]4[C:13](=[CH:14][CH:15]=[C:16]([Br:29])[CH:17]=4)[C:12]3=[O:30])=[CH:9][C:4]=2[O:3][CH2:2]1, predict the reactants needed to synthesize it. The reactants are: [O:1]1[C:5]2[CH:6]=[CH:7][C:8]([CH2:10][N:11]3[C:20]([CH2:21][OH:22])=[C:19]([C:23]4[CH:28]=[CH:27][CH:26]=[CH:25][CH:24]=4)[C:18]4[C:13](=[CH:14][CH:15]=[C:16]([Br:29])[CH:17]=4)[C:12]3=[O:30])=[CH:9][C:4]=2[O:3][CH2:2]1.[CH3:31]I. (2) Given the product [CH2:29]([O:26][C:13]1[CH:12]=[C:11]2[C:25]([C:6](=[O:8])[CH:5]=[CH:9][NH:10]2)=[CH:24][C:14]=1[C:15]([O:17][C:18]1[CH:19]=[CH:20][CH:21]=[CH:22][CH:23]=1)=[O:16])[C:30]1[CH:35]=[CH:34][CH:33]=[CH:32][CH:31]=1, predict the reactants needed to synthesize it. The reactants are: CC1(C)O[C:6](=[O:8])[C:5](=[CH:9][NH:10][C:11]2[CH:25]=[CH:24][C:14]([C:15]([O:17][C:18]3[CH:23]=[CH:22][CH:21]=[CH:20][CH:19]=3)=[O:16])=[C:13]([OH:26])[CH:12]=2)C(=O)O1.[CH2:29](Br)[C:30]1[CH:35]=[CH:34][CH:33]=[CH:32][CH:31]=1.C(=O)([O-])[O-].[K+].[K+].C(OCC)C.O1CCCC1. (3) Given the product [S:54]([O:15][CH2:14][CH2:13][CH2:12][CH2:11][CH2:10][CH2:9][N:8]([C:6]([O:5][C:1]([CH3:4])([CH3:2])[CH3:3])=[O:7])[CH2:16][CH2:17][N:18]([C:31]([O:33][C:34]([CH3:36])([CH3:35])[CH3:37])=[O:32])[CH2:19][CH2:20][N:21]([C:24]([O:26][C:27]([CH3:30])([CH3:29])[CH3:28])=[O:25])[CH2:22][CH3:23])([C:57]1[CH:63]=[CH:62][C:60]([CH3:61])=[CH:59][CH:58]=1)(=[O:56])=[O:55], predict the reactants needed to synthesize it. The reactants are: [C:1]([O:5][C:6]([N:8]([CH2:16][CH2:17][N:18]([C:31]([O:33][C:34]([CH3:37])([CH3:36])[CH3:35])=[O:32])[CH2:19][CH2:20][N:21]([C:24]([O:26][C:27]([CH3:30])([CH3:29])[CH3:28])=[O:25])[CH2:22][CH3:23])[CH2:9][CH2:10][CH2:11][CH2:12][CH2:13][CH2:14][OH:15])=[O:7])([CH3:4])([CH3:3])[CH3:2].CN(C1C=CC=CN=1)C.C(N(CC)CC)C.[S:54](Cl)([C:57]1[CH:63]=[CH:62][C:60]([CH3:61])=[CH:59][CH:58]=1)(=[O:56])=[O:55]. (4) Given the product [C:1]([O:5][CH:6]([C:11]1[CH:16]=[C:15]([N+:17]([O-:19])=[O:18])[C:14]([O:28][C:22]2[CH:27]=[CH:26][CH:25]=[CH:24][CH:23]=2)=[CH:13][C:12]=1[Cl:21])[C:7]([O:9][CH3:10])=[O:8])([CH3:4])([CH3:3])[CH3:2], predict the reactants needed to synthesize it. The reactants are: [C:1]([O:5][CH:6]([C:11]1[CH:16]=[C:15]([N+:17]([O-:19])=[O:18])[C:14](F)=[CH:13][C:12]=1[Cl:21])[C:7]([O:9][CH3:10])=[O:8])([CH3:4])([CH3:3])[CH3:2].[C:22]1([OH:28])[CH:27]=[CH:26][CH:25]=[CH:24][CH:23]=1.C(=O)([O-])[O-].[K+].[K+].O. (5) Given the product [Br:27][C:28]1[CH:35]=[CH:34][C:31]([CH2:32][N:24]2[CH2:23][CH2:22][CH:21]([CH2:20][O:19][C:6]3[C:5]([CH:2]4[CH2:4][CH2:3]4)=[CH:17][C:9]([C:10]([NH:12][S:13]([CH3:16])(=[O:14])=[O:15])=[O:11])=[C:8]([F:18])[CH:7]=3)[CH2:26][CH2:25]2)=[C:30]([C:36]([F:37])([F:38])[F:39])[CH:29]=1, predict the reactants needed to synthesize it. The reactants are: Cl.[CH:2]1([C:5]2[C:6]([O:19][CH2:20][CH:21]3[CH2:26][CH2:25][NH:24][CH2:23][CH2:22]3)=[CH:7][C:8]([F:18])=[C:9]([CH:17]=2)[C:10]([NH:12][S:13]([CH3:16])(=[O:15])=[O:14])=[O:11])[CH2:4][CH2:3]1.[Br:27][C:28]1[CH:35]=[CH:34][C:31]([CH:32]=O)=[C:30]([C:36]([F:39])([F:38])[F:37])[CH:29]=1. (6) Given the product [C:1]12([NH:6][C:7]3[N:12]=[C:11]([S:13][CH3:14])[C:10]([C:17]#[N:19])=[CH:9][N:8]=3)[CH2:5][CH:3]([CH2:4]1)[CH2:2]2, predict the reactants needed to synthesize it. The reactants are: [C:1]12([NH:6][C:7]3[N:12]=[C:11]([S:13][CH3:14])[C:10](Br)=[CH:9][N:8]=3)[CH2:5][CH:3]([CH2:4]1)[CH2:2]2.C[C:17]([N:19](C)C)=O. (7) Given the product [CH:4]([C:5]1[CH:6]=[CH:7][C:8]([C:11]#[C:12][C:13]2[CH:18]=[CH:17][C:16]([C:19](=[O:31])[N:20]([CH:22]([C:27]([NH:29][CH3:30])=[O:28])[C:23]([O:25][CH3:26])=[O:24])[CH3:21])=[CH:15][CH:14]=2)=[CH:9][CH:10]=1)=[O:3], predict the reactants needed to synthesize it. The reactants are: Cl.C[O:3][CH:4](OC)[C:5]1[CH:10]=[CH:9][C:8]([C:11]#[C:12][C:13]2[CH:18]=[CH:17][C:16]([C:19](=[O:31])[N:20]([CH:22]([C:27]([NH:29][CH3:30])=[O:28])[C:23]([O:25][CH3:26])=[O:24])[CH3:21])=[CH:15][CH:14]=2)=[CH:7][CH:6]=1.